From a dataset of Full USPTO retrosynthesis dataset with 1.9M reactions from patents (1976-2016). Predict the reactants needed to synthesize the given product. (1) Given the product [F:15][C:16]1[CH:21]=[CH:20][C:19]([S:22]([N:1]2[CH2:2][CH2:3][CH:4]([NH:7][C:8](=[O:14])[O:9][C:10]([CH3:11])([CH3:13])[CH3:12])[CH2:5][CH2:6]2)(=[O:24])=[O:23])=[CH:18][CH:17]=1, predict the reactants needed to synthesize it. The reactants are: [NH:1]1[CH2:6][CH2:5][CH:4]([NH:7][C:8](=[O:14])[O:9][C:10]([CH3:13])([CH3:12])[CH3:11])[CH2:3][CH2:2]1.[F:15][C:16]1[CH:21]=[CH:20][C:19]([S:22](Cl)(=[O:24])=[O:23])=[CH:18][CH:17]=1.C(N(CC)CC)C. (2) Given the product [N:8]1[CH:9]=[CH:10][CH:11]=[C:6]([C:5]([NH:4][CH2:3][CH2:2][O:1][C:22](=[O:23])[CH2:21][CH2:20][CH2:19][C:13]2[CH:18]=[CH:17][CH:16]=[CH:15][CH:14]=2)=[O:12])[CH:7]=1, predict the reactants needed to synthesize it. The reactants are: [OH:1][CH2:2][CH2:3][NH:4][C:5](=[O:12])[C:6]1[CH:11]=[CH:10][CH:9]=[N:8][CH:7]=1.[C:13]1([CH2:19][CH2:20][CH2:21][C:22](Cl)=[O:23])[CH:18]=[CH:17][CH:16]=[CH:15][CH:14]=1. (3) Given the product [Br:31][C:13]1[C:11]2[CH:12]=[C:8]([C:5]3[CH:6]=[CH:7][C:2]([OH:1])=[CH:3][CH:4]=3)[O:9][C:10]=2[CH:16]=[CH:15][C:14]=1[OH:17], predict the reactants needed to synthesize it. The reactants are: [OH:1][C:2]1[CH:7]=[CH:6][C:5]([C:8]2[O:9][C:10]3[CH:16]=[CH:15][C:14]([OH:17])=[CH:13][C:11]=3[CH:12]=2)=[CH:4][CH:3]=1.C([O-])([O-])=O.[K+].[K+].C1C(=O)N([Br:31])C(=O)C1.Cl. (4) Given the product [Cl:17][C:18]1[CH:26]=[C:25]2[C:21]([C:22]([NH:35][C:36](=[O:40])[CH2:37][CH2:38][CH3:39])=[N:23][N:24]2[CH2:27][O:28][CH2:29][CH2:30][Si:31]([CH3:34])([CH3:32])[CH3:33])=[CH:20][C:19]=1[C:2]1[CH:7]=[CH:6][C:5]([N+:8]([O-:10])=[O:9])=[CH:4][CH:3]=1, predict the reactants needed to synthesize it. The reactants are: Br[C:2]1[CH:7]=[CH:6][C:5]([N+:8]([O-:10])=[O:9])=[CH:4][CH:3]=1.C(=O)([O-])[O-].[Na+].[Na+].[Cl:17][C:18]1[CH:26]=[C:25]2[C:21]([C:22]([NH:35][C:36](=[O:40])[CH2:37][CH2:38][CH3:39])=[N:23][N:24]2[CH2:27][O:28][CH2:29][CH2:30][Si:31]([CH3:34])([CH3:33])[CH3:32])=[CH:20][C:19]=1B1OC(C)(C)C(C)(C)O1.C(OCC)(=O)C. (5) The reactants are: [Cl:1][C:2]1[N:7]=[CH:6][C:5]([CH2:8][N:9]2[C:14]([CH3:15])=[CH:13][C:12](=[O:16])[N:11]3[N:17]=[C:18]([O:20]C)[N:19]=[C:10]23)=[CH:4][CH:3]=1. Given the product [Cl:1][C:2]1[N:7]=[CH:6][C:5]([CH2:8][N:9]2[C:14]([CH3:15])=[CH:13][C:12](=[O:16])[N:11]3[N:17]=[C:18]([OH:20])[N:19]=[C:10]23)=[CH:4][CH:3]=1, predict the reactants needed to synthesize it.